From a dataset of Forward reaction prediction with 1.9M reactions from USPTO patents (1976-2016). Predict the product of the given reaction. (1) The product is: [CH3:18][O:13][C:11]([CH:9]1[CH:8]=[CH:7][C:6]2[CH:15]=[C:2]([F:1])[CH:3]=[CH:4][C:5]=2[O:10]1)=[O:12]. Given the reactants [F:1][C:2]1[CH:3]=[CH:4][C:5]2[O:10][C:9]([C:11]([OH:13])=[O:12])=[CH:8][C:7](=O)[C:6]=2[CH:15]=1.[H][H].[CH3:18]S(O)(=O)=O, predict the reaction product. (2) Given the reactants [F:1][C:2]1[CH:7]=[CH:6][C:5]([CH2:8][C:9]2[CH:18]=[C:17]3[C:12]([C:13]([OH:25])=[C:14]([C:20]([O:22][CH2:23][CH3:24])=[O:21])[C:15](=[O:19])[NH:16]3)=[N:11][CH:10]=2)=[CH:4][CH:3]=1.C[Si]([N-][Si](C)(C)C)(C)C.[Li+].[Cl:36][CH2:37][CH2:38][CH2:39]I.Cl, predict the reaction product. The product is: [Cl:36][CH2:37][CH2:38][CH2:39][N:16]1[C:17]2[C:12](=[N:11][CH:10]=[C:9]([CH2:8][C:5]3[CH:6]=[CH:7][C:2]([F:1])=[CH:3][CH:4]=3)[CH:18]=2)[C:13]([OH:25])=[C:14]([C:20]([O:22][CH2:23][CH3:24])=[O:21])[C:15]1=[O:19]. (3) Given the reactants [CH3:1][N:2]1[C:6]([C:7]2[CH:12]=[CH:11][N:10]=[C:9]([NH:13]C3C=CC(S(=O)(=O)NCCCN4CCCC4=O)=CC=3)[N:8]=2)=[CH:5][N:4]=[C:3]1[CH3:33].[Cl:34]N1C(=O)CCC1=O, predict the reaction product. The product is: [NH2:13][C:9]1[N:8]=[C:7]([C:6]2[N:2]([CH3:1])[C:3]([CH3:33])=[N:4][CH:5]=2)[C:12]([Cl:34])=[CH:11][N:10]=1. (4) Given the reactants [CH:1]([N-]C(C)C)(C)C.[Li+].[F:9][C:10]([F:32])([C:28]([F:31])([F:30])[F:29])[C:11]([F:27])([F:26])[C:12]1[O:13][C:14]2[CH:20]=[CH:19][C:18]([CH2:21][C:22]([O:24][CH3:25])=[O:23])=[CH:17][C:15]=2[N:16]=1.CI, predict the reaction product. The product is: [F:32][C:10]([F:9])([C:28]([F:29])([F:30])[F:31])[C:11]([F:26])([F:27])[C:12]1[O:13][C:14]2[CH:20]=[CH:19][C:18]([CH:21]([CH3:1])[C:22]([O:24][CH3:25])=[O:23])=[CH:17][C:15]=2[N:16]=1. (5) The product is: [CH3:16][O:15][C:11]1[CH:12]=[N:13][CH:14]=[C:9]([C:8]#[C:7][C:5]2[N:6]=[C:2]([CH3:1])[S:3][CH:4]=2)[CH:10]=1. Given the reactants [CH3:1][C:2]1[S:3][CH:4]=[C:5]([C:7]#[C:8][C:9]2[CH:10]=[C:11]([OH:15])[CH:12]=[N:13][CH:14]=2)[N:6]=1.[C:16](=O)([O-])[O-].[Cs+].[Cs+].CC#N.C(O)(C(F)(F)F)=O, predict the reaction product. (6) Given the reactants [CH:1]1([CH2:6][CH:7]([N:11]2[C:16](=[O:17])[CH:15]=[C:14]([O:18][C:19]3[CH:24]=[CH:23][C:22]([C:25]([F:28])([F:27])[F:26])=[CH:21][CH:20]=3)[CH:13]=[N:12]2)[C:8](O)=[O:9])[CH2:5][CH2:4][CH2:3][CH2:2]1.[NH2:29][C:30]1[CH:34]=[CH:33][N:32]([CH2:35][C:36]([CH3:39])([OH:38])[CH3:37])[N:31]=1, predict the reaction product. The product is: [CH:1]1([CH2:6][CH:7]([N:11]2[C:16](=[O:17])[CH:15]=[C:14]([O:18][C:19]3[CH:20]=[CH:21][C:22]([C:25]([F:26])([F:28])[F:27])=[CH:23][CH:24]=3)[CH:13]=[N:12]2)[C:8]([NH:29][C:30]2[CH:34]=[CH:33][N:32]([CH2:35][C:36]([OH:38])([CH3:37])[CH3:39])[N:31]=2)=[O:9])[CH2:5][CH2:4][CH2:3][CH2:2]1. (7) Given the reactants [Cl:1][C:2]1[CH:9]=[N:8][CH:7]=[C:6]([C:10]2[CH:15]=[CH:14][C:13]([OH:16])=[CH:12][CH:11]=2)[C:3]=1[C:4]#[N:5].[CH3:17][O:18][C:19]1[CH:24]=[CH:23][C:22](B(O)O)=[CH:21][CH:20]=1.N1C=CC=CC=1, predict the reaction product. The product is: [Cl:1][C:2]1[CH:9]=[N:8][CH:7]=[C:6]([C:10]2[CH:15]=[CH:14][C:13]([O:16][C:22]3[CH:23]=[CH:24][C:19]([O:18][CH3:17])=[CH:20][CH:21]=3)=[CH:12][CH:11]=2)[C:3]=1[C:4]#[N:5]. (8) The product is: [CH3:25][CH:26]1[CH2:30][CH2:29][CH2:28][N:27]1[CH2:2][CH2:3][CH2:4][O:5][C:6]1[CH:11]=[CH:10][C:9]([C:12]2[S:13][C:14]3[CH2:19][CH2:18][CH:17]([C:20]([O:22][CH2:23][CH3:24])=[O:21])[C:15]=3[N:16]=2)=[CH:8][CH:7]=1. Given the reactants Cl[CH2:2][CH2:3][CH2:4][O:5][C:6]1[CH:11]=[CH:10][C:9]([C:12]2[S:13][C:14]3[CH2:19][CH2:18][CH:17]([C:20]([O:22][CH2:23][CH3:24])=[O:21])[C:15]=3[N:16]=2)=[CH:8][CH:7]=1.[CH3:25][CH:26]1[CH2:30][CH2:29][CH2:28][NH:27]1.[I-].[Na+].ClCCl, predict the reaction product.